From a dataset of Full USPTO retrosynthesis dataset with 1.9M reactions from patents (1976-2016). Predict the reactants needed to synthesize the given product. (1) Given the product [F:1][C:2]1[CH:7]=[CH:6][CH:5]=[C:4]([F:8])[C:3]=1[N:9]1[C:14]2[N:15]=[C:16]([NH:27][CH2:28][CH2:29][C:30]3[NH:31][C:42](=[O:43])[O:33][N:32]=3)[N:17]=[C:18]([C:19]3[CH:24]=[CH:23][C:22]([F:25])=[CH:21][C:20]=3[CH3:26])[C:13]=2[CH:12]=[CH:11][C:10]1=[O:34], predict the reactants needed to synthesize it. The reactants are: [F:1][C:2]1[CH:7]=[CH:6][CH:5]=[C:4]([F:8])[C:3]=1[N:9]1[C:14]2[N:15]=[C:16]([NH:27][CH2:28][CH2:29][C:30]([NH:32][OH:33])=[NH:31])[N:17]=[C:18]([C:19]3[CH:24]=[CH:23][C:22]([F:25])=[CH:21][C:20]=3[CH3:26])[C:13]=2[CH:12]=[CH:11][C:10]1=[O:34].N1C=CC=NC=1.Cl[C:42](OCC(CC)CCCC)=[O:43]. (2) Given the product [CH2:1]([O:8][C:12]1[CH:13]=[C:14]([CH3:16])[CH:15]=[C:10]([CH3:9])[CH:11]=1)[CH2:2][CH2:3][CH2:4][CH2:5][CH2:6][CH3:7], predict the reactants needed to synthesize it. The reactants are: [CH2:1]([OH:8])[CH2:2][CH2:3][CH2:4][CH2:5][CH2:6][CH3:7].[CH3:9][C:10]1[CH:11]=[C:12](I)[CH:13]=[C:14]([CH3:16])[CH:15]=1.N1C2C(=CC=C3C=2N=CC=C3)C=CC=1.C([O-])([O-])=O.[Cs+].[Cs+].CCCCCCCCCCCC. (3) The reactants are: [CH2:1]([O:3][C:4](=[O:30])[CH:5]([C:14]1[NH:15][C:16]2[C:21]([C:22]=1[S:23][C:24]([CH3:27])([CH3:26])[CH3:25])=[CH:20][C:19]([O:28][CH3:29])=[CH:18][CH:17]=2)[CH2:6][C:7]1[CH:12]=[CH:11][C:10]([Br:13])=[CH:9][CH:8]=1)[CH3:2].I[CH3:32]. Given the product [CH2:1]([O:3][C:4](=[O:30])[CH:5]([C:14]1[N:15]([CH3:32])[C:16]2[C:21]([C:22]=1[S:23][C:24]([CH3:25])([CH3:26])[CH3:27])=[CH:20][C:19]([O:28][CH3:29])=[CH:18][CH:17]=2)[CH2:6][C:7]1[CH:12]=[CH:11][C:10]([Br:13])=[CH:9][CH:8]=1)[CH3:2], predict the reactants needed to synthesize it.